This data is from Forward reaction prediction with 1.9M reactions from USPTO patents (1976-2016). The task is: Predict the product of the given reaction. Given the reactants Cl[C:2]1[CH:7]=[C:6]([O:8][C:9]2[C:10]([CH3:16])=[N:11][C:12]([CH3:15])=[CH:13][CH:14]=2)[CH:5]=[CH:4][N:3]=1.[CH3:17][C:18]([NH:20][S:21]([C:24]1[CH:25]=[CH:26][C:27]([NH2:30])=[CH:28][CH:29]=1)(=[O:23])=[O:22])=[O:19].C([O-])([O-])=O.[Cs+].[Cs+], predict the reaction product. The product is: [CH3:16][C:10]1[C:9]([O:8][C:6]2[CH:5]=[CH:4][N:3]=[C:2]([NH:30][C:27]3[CH:26]=[CH:25][C:24]([S:21]([NH:20][C:18](=[O:19])[CH3:17])(=[O:23])=[O:22])=[CH:29][CH:28]=3)[CH:7]=2)=[CH:14][CH:13]=[C:12]([CH3:15])[N:11]=1.